This data is from Full USPTO retrosynthesis dataset with 1.9M reactions from patents (1976-2016). The task is: Predict the reactants needed to synthesize the given product. (1) Given the product [CH2:17]([CH:24]1[CH2:28][CH2:27][CH2:26][N:25]1[C:2]1[N:7]([CH3:8])[C:6](=[O:9])[CH:5]=[C:4]([C:10]2[CH:15]=[CH:14][N:13]=[CH:12][C:11]=2[F:16])[N:3]=1)[C:18]1[CH:23]=[CH:22][CH:21]=[CH:20][CH:19]=1, predict the reactants needed to synthesize it. The reactants are: Cl[C:2]1[N:7]([CH3:8])[C:6](=[O:9])[CH:5]=[C:4]([C:10]2[CH:15]=[CH:14][N:13]=[CH:12][C:11]=2[F:16])[N:3]=1.[CH2:17]([CH:24]1[CH2:28][CH2:27][CH2:26][NH:25]1)[C:18]1[CH:23]=[CH:22][CH:21]=[CH:20][CH:19]=1.C(N(CC)CC)C. (2) Given the product [OH:25][C:17]1[CH:16]=[C:15]([CH:20]=[CH:19][C:18]=1[O:21][CH2:22][CH2:23][CH3:24])[CH2:14][NH:13]/[CH:12]=[C:5]1\[CH2:6][N:7]=[CH:8][C:9]2[C:4]\1=[CH:3][C:2]([C:28]1[CH:29]=[CH:30][S:26][CH:27]=1)=[CH:11][CH:10]=2, predict the reactants needed to synthesize it. The reactants are: Br[C:2]1[CH:3]=[C:4]2[C:9](=[CH:10][CH:11]=1)[CH:8]=[N:7][CH2:6]/[C:5]/2=[CH:12]\[NH:13][CH2:14][C:15]1[CH:20]=[CH:19][C:18]([O:21][CH2:22][CH2:23][CH3:24])=[C:17]([OH:25])[CH:16]=1.[S:26]1[CH:30]=[CH:29][C:28](B(O)O)=[CH:27]1.C(=O)([O-])[O-].[Na+].[Na+]. (3) The reactants are: Cl.[NH2:2][C@@H:3]1[CH2:7][C@H:6]([CH2:8][OH:9])[CH:5]=[CH:4]1.C(N(CC)CC)C.[Cl:17][C:18]1[C:23]([CH2:24][CH:25](OCC)OCC)=[C:22](Cl)[N:21]=[CH:20][N:19]=1.[OH-].[Na+]. Given the product [Cl:17][C:18]1[C:23]2[CH:24]=[CH:25][N:2]([CH:3]3[CH2:7][CH:6]([CH2:8][OH:9])[CH:5]=[CH:4]3)[C:22]=2[N:21]=[CH:20][N:19]=1, predict the reactants needed to synthesize it. (4) The reactants are: [I:1][CH2:2][CH2:3][C@@H:4]([C:6]1[CH:11]=[CH:10][CH:9]=[CH:8][CH:7]=1)[OH:5].[F:12][C:13]1[C:21]2[CH2:20][CH2:19][S:18][C:17]=2[C:16](O)=[CH:15][CH:14]=1. Given the product [F:12][C:13]1[C:21]2[CH2:20][CH2:19][S:18][C:17]=2[C:16]([O:5][C@@H:4]([C:6]2[CH:11]=[CH:10][CH:9]=[CH:8][CH:7]=2)[CH2:3][CH2:2][I:1])=[CH:15][CH:14]=1, predict the reactants needed to synthesize it. (5) Given the product [O:11]=[C:10]([C:12]1[CH:17]=[CH:16][CH:15]=[CH:14][CH:13]=1)[C:9]([C:6]1[CH:7]=[CH:8][C:3]([CH2:2][N:26]([C:19]([O:21][C:22]([CH3:25])([CH3:24])[CH3:23])=[O:20])[C:27]([O:29][C:30]([CH3:31])([CH3:32])[CH3:33])=[O:28])=[CH:4][CH:5]=1)=[O:18], predict the reactants needed to synthesize it. The reactants are: Br[CH2:2][C:3]1[CH:8]=[CH:7][C:6]([C:9](=[O:18])[C:10]([C:12]2[CH:17]=[CH:16][CH:15]=[CH:14][CH:13]=2)=[O:11])=[CH:5][CH:4]=1.[C:19]([NH:26][C:27]([O:29][C:30]([CH3:33])([CH3:32])[CH3:31])=[O:28])([O:21][C:22]([CH3:25])([CH3:24])[CH3:23])=[O:20].CC(C)([O-])C.[Na+]. (6) Given the product [CH3:1][C:2]1[N:6]([CH2:7][CH2:8][CH2:9][C:10]2[CH:15]=[CH:14][C:13]([CH2:16][CH2:17][CH2:18][CH2:19][CH3:20])=[CH:12][CH:11]=2)[C:5]([C:21]2[CH:22]=[CH:23][C:24]([O:25][C@H:26]([CH2:32][C:33]3[CH:38]=[CH:37][CH:36]=[CH:35][CH:34]=3)[C:27]([OH:29])=[O:28])=[CH:39][CH:40]=2)=[CH:4][CH:3]=1, predict the reactants needed to synthesize it. The reactants are: [CH3:1][C:2]1[N:6]([CH2:7][CH2:8][CH2:9][C:10]2[CH:15]=[CH:14][C:13]([CH2:16][CH2:17][CH2:18][CH2:19][CH3:20])=[CH:12][CH:11]=2)[C:5]([C:21]2[CH:40]=[CH:39][C:24]([O:25][C@H:26]([CH2:32][C:33]3[CH:38]=[CH:37][CH:36]=[CH:35][CH:34]=3)[C:27]([O:29]CC)=[O:28])=[CH:23][CH:22]=2)=[CH:4][CH:3]=1.[OH-].[K+].Cl. (7) Given the product [C:18]([CH2:17][CH2:16][O:15][CH2:14][C:12]([CH2:25][O:26][CH2:27][CH2:28][C:29]([OH:31])=[O:30])([CH2:11][O:10][CH2:9][CH2:8][C:6]([OH:7])=[O:5])[NH2:13])([OH:20])=[O:19], predict the reactants needed to synthesize it. The reactants are: C([O:5][C:6]([CH2:8][CH2:9][O:10][CH2:11][C:12]([CH2:25][O:26][CH2:27][CH2:28][C:29]([O:31]C(C)(C)C)=[O:30])([CH2:14][O:15][CH2:16][CH2:17][C:18]([O:20]C(C)(C)C)=[O:19])[NH2:13])=[O:7])(C)(C)C. (8) Given the product [F:17][C:18]1[CH:19]=[CH:20][C:21]([C:22]([CH:24]2[CH2:25][CH2:26][N:27]([CH2:30][C:31]([N:4]([CH2:3][CH2:2][F:1])[CH2:5][C:6]3[NH:7][C:8](=[O:16])[C:9]4[CH2:15][O:14][CH2:13][CH2:12][C:10]=4[N:11]=3)=[O:32])[CH2:28][CH2:29]2)=[O:23])=[CH:34][CH:35]=1, predict the reactants needed to synthesize it. The reactants are: [F:1][CH2:2][CH2:3][NH:4][CH2:5][C:6]1[NH:7][C:8](=[O:16])[C:9]2[CH2:15][O:14][CH2:13][CH2:12][C:10]=2[N:11]=1.[F:17][C:18]1[CH:35]=[CH:34][C:21]([C:22]([CH:24]2[CH2:29][CH2:28][N:27]([CH2:30][C:31](O)=[O:32])[CH2:26][CH2:25]2)=[O:23])=[CH:20][CH:19]=1.CC#N.O.